Dataset: Full USPTO retrosynthesis dataset with 1.9M reactions from patents (1976-2016). Task: Predict the reactants needed to synthesize the given product. (1) The reactants are: Cl[C:2]1[CH:7]=[C:6]([CH:8]2[CH2:10][CH2:9]2)[N:5]=[C:4]([C:11]2[CH:16]=[CH:15][CH:14]=[C:13]([Cl:17])[CH:12]=2)[N:3]=1.CC1(C)C(C)(C)OB([CH2:26][C:27]2[CH:32]=[CH:31][C:30]([CH2:33][C:34]([O:36][CH3:37])=[O:35])=[CH:29][CH:28]=2)O1.C([O-])([O-])=O.[Na+].[Na+].[Cl-]. Given the product [Cl:17][C:13]1[CH:12]=[C:11]([C:4]2[N:3]=[C:2]([CH2:26][C:27]3[CH:28]=[CH:29][C:30]([CH2:33][C:34]([O:36][CH3:37])=[O:35])=[CH:31][CH:32]=3)[CH:7]=[C:6]([CH:8]3[CH2:10][CH2:9]3)[N:5]=2)[CH:16]=[CH:15][CH:14]=1, predict the reactants needed to synthesize it. (2) Given the product [CH:1]([NH:14][C:15]1[C:24]2[C:19](=[CH:20][CH:21]=[CH:22][CH:23]=2)[N:18]=[C:17]([C:31]2[CH:32]=[N:33][C:28]([N:27]([CH3:37])[CH3:26])=[CH:29][CH:30]=2)[N:16]=1)([C:8]1[CH:13]=[CH:12][CH:11]=[CH:10][CH:9]=1)[C:2]1[CH:7]=[CH:6][CH:5]=[CH:4][CH:3]=1, predict the reactants needed to synthesize it. The reactants are: [CH:1]([NH:14][C:15]1[C:24]2[C:19](=[CH:20][CH:21]=[CH:22][CH:23]=2)[N:18]=[C:17](Cl)[N:16]=1)([C:8]1[CH:13]=[CH:12][CH:11]=[CH:10][CH:9]=1)[C:2]1[CH:7]=[CH:6][CH:5]=[CH:4][CH:3]=1.[CH3:26][N:27]([CH3:37])[C:28]1[N:33]=[CH:32][C:31](B(O)O)=[CH:30][CH:29]=1.C(NC1C2C(=CC=CC=2)N=C(C2SC3C=CC=CC=3C=2)N=1)(C1C=CC=CC=1)C1C=CC=CC=1. (3) The reactants are: [NH2:1][C:2]1[C:10]([Br:11])=[CH:9][C:5]([C:6]([OH:8])=O)=[CH:4][N:3]=1.[CH3:12][NH:13][CH2:14][CH2:15][CH3:16].Cl.CN(C)CCCN=C=NCC.C(=O)(O)[O-].[Na+]. Given the product [NH2:1][C:2]1[C:10]([Br:11])=[CH:9][C:5]([C:6]([N:13]([CH3:12])[CH2:14][CH2:15][CH3:16])=[O:8])=[CH:4][N:3]=1, predict the reactants needed to synthesize it.